This data is from Catalyst prediction with 721,799 reactions and 888 catalyst types from USPTO. The task is: Predict which catalyst facilitates the given reaction. (1) Reactant: F[C:2]1[CH:7]=[CH:6][C:5]([N+:8]([O-:10])=[O:9])=[CH:4][C:3]=1[C:11]([F:14])([F:13])[F:12].[N:15]1([CH:21]2[CH2:26][CH2:25][NH:24][CH2:23][CH2:22]2)[CH2:20][CH2:19][CH2:18][CH2:17][CH2:16]1.C([O-])([O-])=O.[K+].[K+]. Product: [N+:8]([C:5]1[CH:6]=[CH:7][C:2]([N:24]2[CH2:25][CH2:26][CH:21]([N:15]3[CH2:20][CH2:19][CH2:18][CH2:17][CH2:16]3)[CH2:22][CH2:23]2)=[C:3]([C:11]([F:14])([F:13])[F:12])[CH:4]=1)([O-:10])=[O:9]. The catalyst class is: 3. (2) Reactant: [CH2:1]([C:3]1[O:4][C:5]2[CH:11]=[CH:10][C:9]([C:12]([O-])=[O:13])=[CH:8][C:6]=2[N:7]=1)[CH3:2].[H-].[H-].[H-].[H-].[Li+].[Al+3]. Product: [CH2:1]([C:3]1[O:4][C:5]2[CH:11]=[CH:10][C:9]([CH2:12][OH:13])=[CH:8][C:6]=2[N:7]=1)[CH3:2]. The catalyst class is: 1.